From a dataset of Forward reaction prediction with 1.9M reactions from USPTO patents (1976-2016). Predict the product of the given reaction. (1) Given the reactants [NH2:1][C:2]1[CH:3]=[C:4]([CH:17]=[C:18]([C:33]([F:36])([F:35])[F:34])[C:19]=1[N:20]1[CH2:25][CH2:24][N:23]([C:26]2[CH:31]=[CH:30][CH:29]=[CH:28][C:27]=2[CH3:32])[CH2:22][CH2:21]1)[C:5]([NH:7][CH2:8][CH2:9][CH2:10][N:11]1[CH2:15][CH2:14][CH2:13][C:12]1=[O:16])=[O:6].CN(C(ON1N=NC2C=CC=NC1=2)=[N+](C)C)C.F[P-](F)(F)(F)(F)F.C(N(CC)C(C)C)(C)C.[CH:70]1([C:73]2[O:74][CH:75]=[C:76]([C:78](O)=[O:79])[N:77]=2)[CH2:72][CH2:71]1.[Cl-].[Li+], predict the reaction product. The product is: [O:16]=[C:12]1[CH2:13][CH2:14][CH2:15][N:11]1[CH2:10][CH2:9][CH2:8][NH:7][C:5]([C:4]1[CH:17]=[C:18]([C:33]([F:36])([F:35])[F:34])[C:19]([N:20]2[CH2:25][CH2:24][N:23]([C:26]3[CH:31]=[CH:30][CH:29]=[CH:28][C:27]=3[CH3:32])[CH2:22][CH2:21]2)=[C:2]([NH:1][C:78]([C:76]2[N:77]=[C:73]([CH:70]3[CH2:72][CH2:71]3)[O:74][CH:75]=2)=[O:79])[CH:3]=1)=[O:6]. (2) Given the reactants [C:1]([O:5][C:6](=[O:32])[N:7]([CH3:31])[C@H:8]([C:10](=[O:30])[NH:11][C@H:12]1[CH2:18][N:17]([C:19](=[O:24])[CH2:20][CH:21]([CH3:23])[CH3:22])[C:16]2[CH:25]=[CH:26][CH:27]=[CH:28][C:15]=2[NH:14][C:13]1=[O:29])[CH3:9])([CH3:4])([CH3:3])[CH3:2].[CH2:33](Br)[C:34]1[CH:39]=[CH:38][CH:37]=[CH:36][CH:35]=1.C([O-])([O-])=O.[Cs+].[Cs+].O, predict the reaction product. The product is: [C:1]([O:5][C:6](=[O:32])[N:7]([C@H:8]([C:10](=[O:30])[NH:11][C@@H:12]1[C:13](=[O:29])[N:14]([CH2:33][C:34]2[CH:39]=[CH:38][CH:37]=[CH:36][CH:35]=2)[C:15]2[CH:28]=[CH:27][CH:26]=[CH:25][C:16]=2[N:17]([C:19](=[O:24])[CH2:20][CH:21]([CH3:23])[CH3:22])[CH2:18]1)[CH3:9])[CH3:31])([CH3:3])([CH3:4])[CH3:2]. (3) Given the reactants [NH2:1][C:2]1[CH:3]=[CH:4][CH:5]=[C:6]2[C:11]=1[CH:10]=[C:9]([OH:12])[CH:8]=[CH:7]2.[C:13]([O:17][C:18](O[C:18]([O:17][C:13]([CH3:16])([CH3:15])[CH3:14])=[O:19])=[O:19])([CH3:16])([CH3:15])[CH3:14].C(=O)([O-])[O-].[Na+].[Na+], predict the reaction product. The product is: [OH:12][C:9]1[CH:10]=[C:11]2[C:6]([CH:5]=[CH:4][CH:3]=[C:2]2[NH:1][C:18](=[O:19])[O:17][C:13]([CH3:16])([CH3:15])[CH3:14])=[CH:7][CH:8]=1. (4) Given the reactants [C:1]([O:5][C:6]([N:8]1[C:16]2[C:11](=[C:12]([O:21][CH2:22][O:23][CH3:24])[C:13]3[CH:20]=[CH:19][CH:18]=[CH:17][C:14]=3[CH:15]=2)[CH:10]([CH2:25]O)[CH2:9]1)=[O:7])([CH3:4])([CH3:3])[CH3:2].C(Cl)(Cl)(Cl)[Cl:28].C1C=CC(P(C2C=CC=CC=2)C2C=CC=CC=2)=CC=1, predict the reaction product. The product is: [C:1]([O:5][C:6]([N:8]1[C:16]2[C:11](=[C:12]([O:21][CH2:22][O:23][CH3:24])[C:13]3[CH:20]=[CH:19][CH:18]=[CH:17][C:14]=3[CH:15]=2)[CH:10]([CH2:25][Cl:28])[CH2:9]1)=[O:7])([CH3:4])([CH3:3])[CH3:2]. (5) Given the reactants [Br:1][C:2]1[CH:14]=[C:13]2[C:5]([C:6]3[CH:7]=[CH:8][C:9]([NH2:15])=[CH:10][C:11]=3[CH2:12]2)=[CH:4][CH:3]=1.I[CH2:17][CH2:18][CH2:19][CH3:20], predict the reaction product. The product is: [Br:1][C:2]1[CH:14]=[C:13]2[C:5]([C:6]3[CH:7]=[CH:8][C:9]([N:15]([CH2:14][CH2:2][CH2:3][CH3:4])[CH2:17][CH2:18][CH2:19][CH3:20])=[CH:10][C:11]=3[CH2:12]2)=[CH:4][CH:3]=1. (6) Given the reactants C([NH:5][S:6]([C:9]1[CH:14]=[CH:13][CH:12]=[C:11]([C:15]2[CH:20]=[C:19]([C:21]3[CH:26]=[C:25]([C:27]4[CH:32]=[CH:31][C:30]([C:33]([F:36])([F:35])[F:34])=[CH:29][CH:28]=4)[CH:24]=[C:23]([CH3:37])[N:22]=3)[CH:18]=[CH:17][N:16]=2)[CH:10]=1)(=[O:8])=[O:7])(C)(C)C.C(O)(C(F)(F)F)=O, predict the reaction product. The product is: [CH3:37][C:23]1[N:22]=[C:21]([C:19]2[CH:18]=[CH:17][N:16]=[C:15]([C:11]3[CH:10]=[C:9]([S:6]([NH2:5])(=[O:8])=[O:7])[CH:14]=[CH:13][CH:12]=3)[CH:20]=2)[CH:26]=[C:25]([C:27]2[CH:32]=[CH:31][C:30]([C:33]([F:36])([F:34])[F:35])=[CH:29][CH:28]=2)[CH:24]=1. (7) The product is: [CH3:41][N:42]([CH3:47])[CH2:43][C:44]([O:33][C@H:31]([CH3:32])[CH2:30][N:27]1[C:28]([CH3:29])=[C:24]([C:22](=[O:23])[NH:21][C:4]2[CH:5]=[CH:6][C:7]([O:8][C:9]3[C:18]4[C:13](=[CH:14][C:15]([O:19][CH3:20])=[CH:16][CH:17]=4)[N:12]=[CH:11][CH:10]=3)=[C:2]([F:1])[CH:3]=2)[C:25](=[O:40])[N:26]1[C:34]1[CH:35]=[CH:36][CH:37]=[CH:38][CH:39]=1)=[O:45]. Given the reactants [F:1][C:2]1[CH:3]=[C:4]([NH:21][C:22]([C:24]2[C:25](=[O:40])[N:26]([C:34]3[CH:39]=[CH:38][CH:37]=[CH:36][CH:35]=3)[N:27]([CH2:30][CH:31]([OH:33])[CH3:32])[C:28]=2[CH3:29])=[O:23])[CH:5]=[CH:6][C:7]=1[O:8][C:9]1[C:18]2[C:13](=[CH:14][C:15]([O:19][CH3:20])=[CH:16][CH:17]=2)[N:12]=[CH:11][CH:10]=1.[CH3:41][N:42]([CH3:47])[CH2:43][C:44](O)=[O:45].CN(C(ON1N=NC2C=CC=NC1=2)=[N+](C)C)C.F[P-](F)(F)(F)(F)F, predict the reaction product. (8) Given the reactants [CH2:1]=[CH:2][CH2:3][NH2:4].[CH2:5]1[O:7][CH:6]1[CH2:8][Cl:9].Cl.[OH-:11].[Na+].[OH2:13], predict the reaction product. The product is: [CH2:1]=[CH:2][CH2:3][NH3+:4].[CH2:5]1[O:7][CH:6]1[CH2:8][Cl:9].[C:5]([O-:7])([OH:13])=[O:11].[C:5](=[O:7])([OH:13])[O-:11].